From a dataset of Full USPTO retrosynthesis dataset with 1.9M reactions from patents (1976-2016). Predict the reactants needed to synthesize the given product. (1) Given the product [CH:14]1([C:12]2[CH:13]=[C:9]([NH:8][C:6]3[CH:5]=[CH:4][N:3]=[C:2]([NH:17][C:18]4[CH:19]=[C:20]([S:24]([NH2:27])(=[O:25])=[O:26])[CH:21]=[CH:22][CH:23]=4)[N:7]=3)[NH:10][N:11]=2)[CH2:16][CH2:15]1, predict the reactants needed to synthesize it. The reactants are: Cl[C:2]1[N:7]=[C:6]([NH:8][C:9]2[CH:13]=[C:12]([CH:14]3[CH2:16][CH2:15]3)[NH:11][N:10]=2)[CH:5]=[CH:4][N:3]=1.[NH2:17][C:18]1[CH:19]=[C:20]([S:24]([NH2:27])(=[O:26])=[O:25])[CH:21]=[CH:22][CH:23]=1.C(O)CCC. (2) Given the product [Br:20][C:18]1[CH:19]=[C:14]([NH:1][C:2]2[CH:12]=[C:5]3[CH2:6][N:7]([CH3:11])[C:8](=[O:10])[CH2:9][N:4]3[N:3]=2)[C:15](=[O:22])[N:16]([CH3:21])[CH:17]=1, predict the reactants needed to synthesize it. The reactants are: [NH2:1][C:2]1[CH:12]=[C:5]2[CH2:6][N:7]([CH3:11])[C:8](=[O:10])[CH2:9][N:4]2[N:3]=1.Br[C:14]1[C:15](=[O:22])[N:16]([CH3:21])[CH:17]=[C:18]([Br:20])[CH:19]=1.C(=O)([O-])[O-].[Cs+].[Cs+].CC1(C)C2C(=C(P(C3C=CC=CC=3)C3C=CC=CC=3)C=CC=2)OC2C(P(C3C=CC=CC=3)C3C=CC=CC=3)=CC=CC1=2. (3) Given the product [N:6]1[C:15]2[C:10](=[CH:11][CH:12]=[CH:13][CH:14]=2)[CH:9]=[CH:8][C:7]=1[CH2:16][O:17][C:18]1[CH:19]=[C:20]([CH:22]=[CH:23][CH:24]=1)[O:21][CH2:32][C:31]1[CH:34]=[CH:35][C:28]([C:26]#[N:27])=[CH:29][CH:30]=1, predict the reactants needed to synthesize it. The reactants are: O.O.O.O.O.[N:6]1[C:15]2[C:10](=[CH:11][CH:12]=[CH:13][CH:14]=2)[CH:9]=[CH:8][C:7]=1[CH2:16][O:17][C:18]1[CH:19]=[C:20]([CH:22]=[CH:23][CH:24]=1)[O-:21].[Na+].[C:26]([C:28]1[CH:35]=[CH:34][C:31]([CH2:32]Br)=[CH:30][CH:29]=1)#[N:27].O.CCOCC.